Dataset: NCI-60 drug combinations with 297,098 pairs across 59 cell lines. Task: Regression. Given two drug SMILES strings and cell line genomic features, predict the synergy score measuring deviation from expected non-interaction effect. (1) Drug 1: CC(CN1CC(=O)NC(=O)C1)N2CC(=O)NC(=O)C2. Drug 2: CC=C1C(=O)NC(C(=O)OC2CC(=O)NC(C(=O)NC(CSSCCC=C2)C(=O)N1)C(C)C)C(C)C. Cell line: M14. Synergy scores: CSS=26.2, Synergy_ZIP=-2.42, Synergy_Bliss=-2.51, Synergy_Loewe=-36.4, Synergy_HSA=-2.54. (2) Drug 1: C1C(C(OC1N2C=NC3=C(N=C(N=C32)Cl)N)CO)O. Drug 2: CCN(CC)CCCC(C)NC1=C2C=C(C=CC2=NC3=C1C=CC(=C3)Cl)OC. Cell line: ACHN. Synergy scores: CSS=56.3, Synergy_ZIP=-1.58, Synergy_Bliss=-1.59, Synergy_Loewe=-13.5, Synergy_HSA=0.434.